Dataset: Catalyst prediction with 721,799 reactions and 888 catalyst types from USPTO. Task: Predict which catalyst facilitates the given reaction. (1) Reactant: C([N:4]1[CH2:9][CH2:8][CH:7]([O:10][CH2:11][C:12]2[CH:17]=[CH:16][C:15]([Cl:18])=[CH:14][CH:13]=2)[CH2:6][CH2:5]1)(=O)C. Product: [Cl:18][C:15]1[CH:16]=[CH:17][C:12]([CH2:11][O:10][CH:7]2[CH2:6][CH2:5][NH:4][CH2:9][CH2:8]2)=[CH:13][CH:14]=1. The catalyst class is: 273. (2) Reactant: [C:1]([C:5]1[O:9][N:8]=[C:7]([NH:10][C:11](=[O:22])[C:12]([O:20][CH3:21])=[C:13]([CH3:19])[CH:14](OC)[O:15]C)[CH:6]=1)([CH3:4])([CH3:3])[CH3:2].O.C(O)(=O)C. Product: [C:1]([C:5]1[O:9][N:8]=[C:7]([N:10]2[C:11](=[O:22])[C:12]([O:20][CH3:21])=[C:13]([CH3:19])[CH:14]2[OH:15])[CH:6]=1)([CH3:4])([CH3:3])[CH3:2]. The catalyst class is: 21. (3) Reactant: [F:1][C:2]1[CH:7]=[CH:6][C:5]([C:8](=O)[CH2:9][C:10]2[CH:15]=[CH:14][CH:13]=[CH:12][CH:11]=2)=[CH:4][CH:3]=1.[CH2:17]([O:19][C:20]1[CH:21]=[C:22]([CH:25]=[C:26]([N+:29]([O-:31])=[O:30])[C:27]=1[OH:28])[CH:23]=O)[CH3:18].[NH2:32][C:33]([NH2:35])=[O:34].Cl. Product: [CH2:17]([O:19][C:20]1[CH:21]=[C:22]([CH:23]2[C:9]([C:10]3[CH:15]=[CH:14][CH:13]=[CH:12][CH:11]=3)=[C:8]([C:5]3[CH:6]=[CH:7][C:2]([F:1])=[CH:3][CH:4]=3)[NH:35][C:33](=[O:34])[NH:32]2)[CH:25]=[C:26]([N+:29]([O-:31])=[O:30])[C:27]=1[OH:28])[CH3:18]. The catalyst class is: 14. (4) Reactant: [Cl:1][C:2]1[CH:7]=[C:6]([CH3:8])[CH:5]=[CH:4][C:3]=1[CH3:9].[Cl:10][CH2:11][C:12](Cl)=[O:13].[Cl-].[Al+3].[Cl-].[Cl-].Cl. Product: [Cl:10][CH:11]([C:5]1[CH:4]=[C:3]([CH3:9])[C:2]([Cl:1])=[CH:7][C:6]=1[CH3:8])[C:12]([C:2]1[CH:7]=[CH:6][CH:5]=[CH:4][CH:3]=1)=[O:13]. The catalyst class is: 4. (5) Reactant: [C:1]([N:4]([C:18]1[CH:23]=[CH:22][C:21]([O:24][CH2:25][CH:26]([F:28])[F:27])=[CH:20][C:19]=1[C:29](OC)=[O:30])[CH:5]1[CH2:10][CH2:9][N:8]([C:11]([O:13][C:14]([CH3:17])([CH3:16])[CH3:15])=[O:12])[CH2:7][CH2:6]1)(=[O:3])[NH2:2].[OH-].[Na+]. Product: [F:27][CH:26]([F:28])[CH2:25][O:24][C:21]1[CH:20]=[C:19]2[C:18](=[CH:23][CH:22]=1)[N:4]([CH:5]1[CH2:6][CH2:7][N:8]([C:11]([O:13][C:14]([CH3:16])([CH3:17])[CH3:15])=[O:12])[CH2:9][CH2:10]1)[C:1](=[O:3])[NH:2][C:29]2=[O:30]. The catalyst class is: 12.